Dataset: Catalyst prediction with 721,799 reactions and 888 catalyst types from USPTO. Task: Predict which catalyst facilitates the given reaction. (1) Reactant: CN(C(ON1N=NC2C=CC=NC1=2)=[N+](C)C)C.F[P-](F)(F)(F)(F)F.[Cl:25][C:26]1[CH:27]=[C:28]([C:52](O)=[O:53])[CH:29]=[N:30][C:31]=1[NH:32][NH:33][C:34]([NH:36][CH:37]1[C:43]2[CH:44]=[CH:45][CH:46]=[CH:47][C:42]=2[CH2:41][CH2:40][C:39]2[CH:48]=[CH:49][CH:50]=[CH:51][C:38]1=2)=[S:35].[CH2:55]([NH:62][CH2:63][CH2:64][OH:65])[C:56]1[CH:61]=[CH:60][CH:59]=[CH:58][CH:57]=1.CCN(C(C)C)C(C)C. Product: [Cl:25][C:26]1[CH:27]=[C:28]([C:52]([N:62]([CH2:63][CH2:64][OH:65])[CH2:55][C:56]2[CH:61]=[CH:60][CH:59]=[CH:58][CH:57]=2)=[O:53])[CH:29]=[N:30][C:31]=1[NH:32][NH:33][C:34]([NH:36][CH:37]1[C:38]2[CH:51]=[CH:50][CH:49]=[CH:48][C:39]=2[CH2:40][CH2:41][C:42]2[CH:47]=[CH:46][CH:45]=[CH:44][C:43]1=2)=[S:35]. The catalyst class is: 287. (2) Reactant: [H-].[Na+].[OH:3][C@:4]1([C:22]2[CH:27]=[CH:26][C:25]([C:28]3[CH:33]=[CH:32][CH:31]=[CH:30][CH:29]=3)=[C:24]([CH:34]=[CH2:35])[CH:23]=2)[CH2:8][N:7]([C:9]([O:11][CH2:12][CH2:13][Si:14]([CH3:17])([CH3:16])[CH3:15])=[O:10])[C@H:6]([C:18]([O:20][CH3:21])=[O:19])[CH2:5]1.[CH3:36]I. Product: [CH3:36][O:3][C@:4]1([C:22]2[CH:27]=[CH:26][C:25]([C:28]3[CH:33]=[CH:32][CH:31]=[CH:30][CH:29]=3)=[C:24]([CH:34]=[CH2:35])[CH:23]=2)[CH2:8][N:7]([C:9]([O:11][CH2:12][CH2:13][Si:14]([CH3:17])([CH3:16])[CH3:15])=[O:10])[C@H:6]([C:18]([O:20][CH3:21])=[O:19])[CH2:5]1. The catalyst class is: 3. (3) The catalyst class is: 6. Product: [N+:18]([C:15]1[CH:14]=[CH:13][C:12]([O:10][C:6]2[CH:7]=[CH:8][CH:9]=[C:4]([N+:1]([O-:3])=[O:2])[CH:5]=2)=[CH:17][N:16]=1)([O-:20])=[O:19]. Reactant: [N+:1]([C:4]1[CH:5]=[C:6]([OH:10])[CH:7]=[CH:8][CH:9]=1)([O-:3])=[O:2].Br[C:12]1[CH:13]=[CH:14][C:15]([N+:18]([O-:20])=[O:19])=[N:16][CH:17]=1.C(=O)([O-])[O-].[Cs+].[Cs+].CN(C)C=O. (4) Reactant: [H-].[Al+3].[Li+].[H-].[H-].[H-].C([O:9][C:10]([C:12]1[S:16][C:15]([C:17]2[S:18][CH:19]=[CH:20][CH:21]=2)=[N:14][CH:13]=1)=O)C.C(OCC)(=O)C. Product: [S:18]1[CH:19]=[CH:20][CH:21]=[C:17]1[C:15]1[S:16][C:12]([CH2:10][OH:9])=[CH:13][N:14]=1. The catalyst class is: 27. (5) Reactant: C(OC(=O)[NH:7][C@H:8]([C:10]1[O:14][N:13]=[C:12]([CH:15]([CH2:19][CH2:20][CH3:21])[CH2:16][CH2:17][CH3:18])[N:11]=1)[CH3:9])(C)(C)C.[ClH:23].O1CCOCC1. The catalyst class is: 25. Product: [Cl-:23].[CH2:16]([CH:15]([C:12]1[N:11]=[C:10]([C@@H:8]([NH3+:7])[CH3:9])[O:14][N:13]=1)[CH2:19][CH2:20][CH3:21])[CH2:17][CH3:18]. (6) Reactant: Br[C:2]1[CH:7]=[C:6]([C:8]2[N:12]3[CH:13]=[CH:14][CH:15]=[CH:16][C:11]3=[N:10][C:9]=2[C:17]2[CH:22]=[CH:21][CH:20]=[CH:19][N:18]=2)[CH:5]=[CH:4][N:3]=1.[C:23]([C:26]1[CH:31]=[CH:30][C:29](B(O)O)=[CH:28][CH:27]=1)(=[O:25])[CH3:24]. Product: [C:23]([C:26]1[CH:31]=[CH:30][C:29]([C:2]2[CH:7]=[C:6]([C:8]3[N:12]4[CH:13]=[CH:14][CH:15]=[CH:16][C:11]4=[N:10][C:9]=3[C:17]3[CH:22]=[CH:21][CH:20]=[CH:19][N:18]=3)[CH:5]=[CH:4][N:3]=2)=[CH:28][CH:27]=1)(=[O:25])[CH3:24]. The catalyst class is: 25. (7) Reactant: [Cl:1][C:2]1[C:9]([CH3:10])=[C:8](I)[CH:7]=[CH:6][C:3]=1[C:4]#[N:5].NC1C=CC(C#N)=C(Cl)C=1C.[CH3:23][C:24]1([CH3:32])[C:28](=[O:29])[CH:27]([CH3:30])[NH:26][C:25]1=[O:31].C(=O)([O-])[O-].[Cs+].[Cs+].C1(P(C2C=CC=CC=2)C2C3OC4C(=CC=CC=4P(C4C=CC=CC=4)C4C=CC=CC=4)C(C)(C)C=3C=CC=2)C=CC=CC=1. Product: [Cl:1][C:2]1[C:9]([CH3:10])=[C:8]([N:26]2[CH:27]([CH3:30])[C:28](=[O:29])[C:24]([CH3:32])([CH3:23])[C:25]2=[O:31])[CH:7]=[CH:6][C:3]=1[C:4]#[N:5]. The catalyst class is: 110.